From a dataset of Merck oncology drug combination screen with 23,052 pairs across 39 cell lines. Regression. Given two drug SMILES strings and cell line genomic features, predict the synergy score measuring deviation from expected non-interaction effect. Drug 1: N.N.O=C(O)C1(C(=O)O)CCC1.[Pt]. Drug 2: C#Cc1cccc(Nc2ncnc3cc(OCCOC)c(OCCOC)cc23)c1. Cell line: ES2. Synergy scores: synergy=-5.58.